This data is from Full USPTO retrosynthesis dataset with 1.9M reactions from patents (1976-2016). The task is: Predict the reactants needed to synthesize the given product. (1) Given the product [F:1][C:2]1[C:3]([C:7]2[NH:8][C:9]3[N:10]([N:17]=[CH:18][C:19]=3[C:20]#[N:21])[C:11](=[O:16])[C:12]=2[CH:13]([CH3:15])[CH3:14])=[CH:4][N:5]([CH:23]([CH3:25])[CH3:24])[N:6]=1, predict the reactants needed to synthesize it. The reactants are: [F:1][C:2]1[NH:6][N:5]=[CH:4][C:3]=1[C:7]1[NH:8][C:9]2[N:10]([N:17]=[CH:18][C:19]=2[C:20]#[N:21])[C:11](=[O:16])[C:12]=1[CH:13]([CH3:15])[CH3:14].I[CH:23]([CH3:25])[CH3:24].C([O-])([O-])=O.[Cs+].[Cs+]. (2) The reactants are: [C:1]([CH2:4][O:5][C:6]1[CH:11]=[CH:10][CH:9]=[CH:8][C:7]=1[CH2:12][CH2:13][NH:14][C:15]([C:17]1[NH:21][C:20]2[C:22]([Cl:26])=[C:23]([Cl:25])[S:24][C:19]=2[CH:18]=1)=[O:16])(O)=[O:2].C1C=CC2N(O)N=[N:33]C=2C=1.CCN(C(C)C)C(C)C.[Cl-].[NH4+].CCN=C=NCCCN(C)C. Given the product [C:1]([CH2:4][O:5][C:6]1[CH:11]=[CH:10][CH:9]=[CH:8][C:7]=1[CH2:12][CH2:13][NH:14][C:15]([C:17]1[NH:21][C:20]2[C:22]([Cl:26])=[C:23]([Cl:25])[S:24][C:19]=2[CH:18]=1)=[O:16])(=[O:2])[NH2:33], predict the reactants needed to synthesize it. (3) Given the product [CH2:1]([O:3][C:4]([C@H:6]1[CH2:15][C@@H:14]([NH:16][CH2:37][C:36]2[CH:39]=[C:40]([C:42]([F:44])([F:45])[F:43])[CH:41]=[C:34]([C:33]([F:32])([F:46])[F:47])[CH:35]=2)[C:13]2[C:8](=[CH:9][C:10]([O:19][CH3:20])=[C:11]([O:17][CH3:18])[CH:12]=2)[N:7]1[C:21]([O:23][CH:24]([CH2:26][CH3:27])[CH3:25])=[O:22])=[O:5])[CH3:2], predict the reactants needed to synthesize it. The reactants are: [CH2:1]([O:3][C:4]([C@H:6]1[CH2:15][C@@H:14]([NH2:16])[C:13]2[C:8](=[CH:9][C:10]([O:19][CH3:20])=[C:11]([O:17][CH3:18])[CH:12]=2)[N:7]1[C:21]([O:23][CH:24]([CH2:26][CH3:27])[CH3:25])=[O:22])=[O:5])[CH3:2].C(O)(=O)C.[F:32][C:33]([F:47])([F:46])[C:34]1[CH:35]=[C:36]([CH:39]=[C:40]([C:42]([F:45])([F:44])[F:43])[CH:41]=1)[CH:37]=O.C(O[BH-](OC(=O)C)OC(=O)C)(=O)C.[Na+]. (4) Given the product [CH3:21][C:14]1[CH:13]=[C:12]([CH:17]=[CH:16][C:15]=1[N+:18]([O-:20])=[O:19])[O:8][C:6]1[CH:5]=[CH:4][N:3]=[C:2]([NH2:1])[CH:7]=1, predict the reactants needed to synthesize it. The reactants are: [NH2:1][C:2]1[CH:7]=[C:6]([OH:8])[CH:5]=[CH:4][N:3]=1.[H-].[Na+].F[C:12]1[CH:17]=[CH:16][C:15]([N+:18]([O-:20])=[O:19])=[C:14]([CH3:21])[CH:13]=1. (5) The reactants are: [NH2:1][C:2]1[S:3][CH:4]=[CH:5][N:6]=1.C(N(CC)CC)C.[CH2:14]([S:18](Cl)(=[O:20])=[O:19])[CH2:15][CH2:16][CH3:17]. Given the product [CH2:14]([S:18]([NH:1][C:2]1[S:3][CH:4]=[CH:5][N:6]=1)(=[O:20])=[O:19])[CH2:15][CH2:16][CH3:17], predict the reactants needed to synthesize it. (6) Given the product [O:22]=[C:20]1[NH:8][C:9]2[S:13][C:12]([C:14]([O:16][CH3:17])=[O:15])=[CH:11][C:10]=2[N:18]=[CH:19]1, predict the reactants needed to synthesize it. The reactants are: C(OC([NH:8][C:9]1[S:13][C:12]([C:14]([O:16][CH3:17])=[O:15])=[CH:11][C:10]=1[NH:18][CH2:19][C:20]([O:22]C)=O)=O)(C)(C)C.C([O-])(O)=O.[Na+]. (7) Given the product [Cl:1][C:2]1[CH:11]=[C:10]2[C:5]([CH:6]=[CH:7][CH:8]=[N:9]2)=[C:4]([I:12])[C:3]=1[OH:13], predict the reactants needed to synthesize it. The reactants are: [Cl:1][C:2]1[CH:11]=[C:10]2[C:5]([CH:6]=[CH:7][CH:8]=[N:9]2)=[C:4]([I:12])[C:3]=1[O:13]C.B(Br)(Br)Br.CO. (8) Given the product [Br:1][C:2]1[CH:10]=[C:9]([F:11])[CH:8]=[CH:7][C:3]=1[C:4]([Cl:15])=[O:5], predict the reactants needed to synthesize it. The reactants are: [Br:1][C:2]1[CH:10]=[C:9]([F:11])[CH:8]=[CH:7][C:3]=1[C:4](O)=[O:5].C(Cl)(=O)C([Cl:15])=O.